Dataset: Full USPTO retrosynthesis dataset with 1.9M reactions from patents (1976-2016). Task: Predict the reactants needed to synthesize the given product. (1) Given the product [O:14]1[CH2:13][CH:12]1[CH2:10][O:9][C:6]1[CH:7]=[CH:8][C:3]([C:1]#[N:2])=[CH:4][CH:5]=1, predict the reactants needed to synthesize it. The reactants are: [C:1]([C:3]1[CH:8]=[CH:7][C:6]([OH:9])=[CH:5][CH:4]=1)#[N:2].[CH2:10]([CH:12]1[O:14][CH2:13]1)Cl. (2) Given the product [CH:27]1([CH:30]([NH:34][C:11]2[C:10]([N+:23]([O-:25])=[O:24])=[C:9]([C:3]3[CH:4]=[CH:5][C:6]([Cl:8])=[CH:7][C:2]=3[Cl:1])[CH:14]=[CH:13][N:12]=2)[CH2:31][CH2:32][CH3:33])[CH2:29][CH2:28]1, predict the reactants needed to synthesize it. The reactants are: [Cl:1][C:2]1[CH:7]=[C:6]([Cl:8])[CH:5]=[CH:4][C:3]=1[C:9]1[CH:14]=[CH:13][N:12]=[C:11](OS(C(F)(F)F)(=O)=O)[C:10]=1[N+:23]([O-:25])=[O:24].Cl.[CH:27]1([CH:30]([NH2:34])[CH2:31][CH2:32][CH3:33])[CH2:29][CH2:28]1. (3) Given the product [F:36][C:33]1[CH:34]=[CH:35][C:30]([C:4]([C:6]2[N:7]=[C:8]([C@@H:11]3[CH2:16][N:15]4[CH2:17][CH2:18][CH2:19][C@@H:14]4[CH2:13][N:12]3[C:20]([O:22][C:23]([CH3:26])([CH3:25])[CH3:24])=[O:21])[S:9][CH:10]=2)=[O:5])=[CH:31][CH:32]=1, predict the reactants needed to synthesize it. The reactants are: CON(C)[C:4]([C:6]1[N:7]=[C:8]([C@@H:11]2[CH2:16][N:15]3[CH2:17][CH2:18][CH2:19][C@@H:14]3[CH2:13][N:12]2[C:20]([O:22][C:23]([CH3:26])([CH3:25])[CH3:24])=[O:21])[S:9][CH:10]=1)=[O:5].Br[Mg][C:30]1[CH:35]=[CH:34][C:33]([F:36])=[CH:32][CH:31]=1.[Cl-].[NH4+]. (4) Given the product [F:1][C:2]1[CH:7]=[C:6]([F:8])[CH:5]=[CH:4][C:3]=1[N:9]1[C:17](=[O:18])[C:16]2[C@H:15]3[C:19]([CH3:21])([CH3:20])[C@:12]([CH3:22])([CH2:13][CH2:14]3)[C:11]=2[N:10]1[CH2:24][C:25]1[CH:30]=[N:29][C:28]([O:31][CH3:32])=[CH:27][CH:26]=1, predict the reactants needed to synthesize it. The reactants are: [F:1][C:2]1[CH:7]=[C:6]([F:8])[CH:5]=[CH:4][C:3]=1[N:9]1[C:17](=[O:18])[C:16]2[C@H:15]3[C:19]([CH3:21])([CH3:20])[C@:12]([CH3:22])([CH2:13][CH2:14]3)[C:11]=2[NH:10]1.Cl[CH2:24][C:25]1[CH:26]=[CH:27][C:28]([O:31][CH3:32])=[N:29][CH:30]=1. (5) Given the product [CH2:12]([N:9]1[CH2:10][C:11]2[C:2]([O:37][C:34]3[CH:33]=[CH:32][C:31]([C:29]4[CH:30]=[C:25]5[CH:24]=[CH:23][N:22]([C:19]6[CH:20]=[CH:21][C:16]([F:15])=[CH:17][CH:18]=6)[C:26]5=[N:27][CH:28]=4)=[CH:36][CH:35]=3)=[CH:3][CH:4]=[N:5][C:6]=2[NH:7][C:8]1=[O:14])[CH3:13], predict the reactants needed to synthesize it. The reactants are: Cl[C:2]1[C:11]2[CH2:10][N:9]([CH2:12][CH3:13])[C:8](=[O:14])[NH:7][C:6]=2[N:5]=[CH:4][CH:3]=1.[F:15][C:16]1[CH:21]=[CH:20][C:19]([N:22]2[C:26]3=[N:27][CH:28]=[C:29]([C:31]4[CH:36]=[CH:35][C:34]([OH:37])=[CH:33][CH:32]=4)[CH:30]=[C:25]3[CH:24]=[CH:23]2)=[CH:18][CH:17]=1.C(=O)([O-])[O-].[Cs+].[Cs+].